Dataset: Reaction yield outcomes from USPTO patents with 853,638 reactions. Task: Predict the reaction yield, written as a fraction of the theoretical maximum amount of product (1.0 means a 100% yield; for example, 0.34 means a 34% yield). (1) The reactants are [Mg].Br[C:3]1[N:7]([CH3:8])[N:6]=[C:5]([C:9]2[CH:14]=[CH:13][C:12]([F:15])=[CH:11][CH:10]=2)[C:4]=1[C:16]1[CH:21]=[CH:20][N:19]=[CH:18][CH:17]=1.[CH:22](=[O:29])[C:23]1[CH:28]=[CH:27][CH:26]=[CH:25][CH:24]=1. The catalyst is O1CCCC1. The product is [F:15][C:12]1[CH:13]=[CH:14][C:9]([C:5]2[C:4]([C:16]3[CH:21]=[CH:20][N:19]=[CH:18][CH:17]=3)=[C:3]([CH:22]([C:23]3[CH:28]=[CH:27][CH:26]=[CH:25][CH:24]=3)[OH:29])[N:7]([CH3:8])[N:6]=2)=[CH:10][CH:11]=1. The yield is 0.120. (2) The reactants are C([O-])(=O)C.[NH4+:5].[CH3:6][CH:7]1[CH2:11][CH2:10][C:9](=O)[C@@H:8]1[C:13]([O:15][CH2:16][CH3:17])=[O:14]. The catalyst is CO. The product is [NH2:5][C:9]1[CH2:10][CH2:11][C@@H:7]([CH3:6])[C:8]=1[C:13]([O:15][CH2:16][CH3:17])=[O:14]. The yield is 0.970.